From a dataset of Forward reaction prediction with 1.9M reactions from USPTO patents (1976-2016). Predict the product of the given reaction. (1) Given the reactants [C:1]([C:4]1[CH:8]=[C:7]([C:9]([NH:11][C@H:12]([CH2:28][CH3:29])[CH2:13][N:14]2[CH:18]=[CH:17][C:16]([C:19]3[CH:24]=[CH:23][C:22]([C:25]#[N:26])=[C:21]([Cl:27])[CH:20]=3)=[N:15]2)=[O:10])[NH:6][N:5]=1)(=[O:3])[CH3:2].[BH4-].[Na+], predict the reaction product. The product is: [Cl:27][C:21]1[CH:20]=[C:19]([C:16]2[CH:17]=[CH:18][N:14]([CH2:13][C@H:12]([NH:11][C:9]([C:7]3[NH:6][N:5]=[C:4]([CH:1]([OH:3])[CH3:2])[CH:8]=3)=[O:10])[CH2:28][CH3:29])[N:15]=2)[CH:24]=[CH:23][C:22]=1[C:25]#[N:26]. (2) Given the reactants [NH2:1][C@@H:2]([CH3:19])[CH2:3][N:4]1[CH:8]=[CH:7][C:6]([C:9]2[CH:16]=[CH:15][C:12]([C:13]#[N:14])=[C:11]([Cl:17])[C:10]=2[CH3:18])=[N:5]1.[S:20]1[CH:24]=[C:23]([C:25](O)=[O:26])[N:22]=[CH:21]1.C1C=CC2N(O)N=NC=2C=1.CCN(C(C)C)C(C)C.CCN=C=NCCCN(C)C, predict the reaction product. The product is: [Cl:17][C:11]1[C:10]([CH3:18])=[C:9]([C:6]2[CH:7]=[CH:8][N:4]([CH2:3][C@@H:2]([NH:1][C:25]([C:23]3[N:22]=[CH:21][S:20][CH:24]=3)=[O:26])[CH3:19])[N:5]=2)[CH:16]=[CH:15][C:12]=1[C:13]#[N:14]. (3) Given the reactants [CH3:1][N:2]([CH3:17])[CH2:3][CH2:4][NH:5][C:6]1[N:11]=[C:10]([O:12][CH3:13])[C:9]([NH2:14])=[C:8]([O:15][CH3:16])[N:7]=1.[C:18]([C:22]1[CH:23]=[C:24]([CH:36]=[CH:37][CH:38]=1)[O:25][C:26]1[O:27][CH:28]=[C:29]([C:31](OCC)=[O:32])[N:30]=1)([CH3:21])([CH3:20])[CH3:19], predict the reaction product. The product is: [C:18]([C:22]1[CH:23]=[C:24]([CH:36]=[CH:37][CH:38]=1)[O:25][C:26]1[O:27][CH:28]=[C:29]([C:31]([NH:14][C:9]2[C:10]([O:12][CH3:13])=[N:11][C:6]([NH:5][CH2:4][CH2:3][N:2]([CH3:1])[CH3:17])=[N:7][C:8]=2[O:15][CH3:16])=[O:32])[N:30]=1)([CH3:21])([CH3:19])[CH3:20]. (4) Given the reactants [C:1]([C:3]1([C:17]2[CH:18]=[C:19]([CH3:23])[CH:20]=[CH:21][CH:22]=2)[CH2:8][CH2:7][C:6](OS(C(F)(F)F)(=O)=O)=[CH:5][CH2:4]1)#[N:2].[C:24]1(B(O)O)[C:33]2[C:28](=[CH:29][CH:30]=[CH:31][CH:32]=2)[CH:27]=[CH:26][CH:25]=1.[Cl-].[Li+].C(=O)([O-])[O-].[Na+].[Na+], predict the reaction product. The product is: [C:32]1([C:6]2[CH2:7][CH2:8][C:3]([C:17]3[CH:18]=[C:19]([CH3:23])[CH:20]=[CH:21][CH:22]=3)([C:1]#[N:2])[CH2:4][CH:5]=2)[C:33]2[C:28](=[CH:27][CH:26]=[CH:25][CH:24]=2)[CH:29]=[CH:30][CH:31]=1.